Task: Regression. Given two drug SMILES strings and cell line genomic features, predict the synergy score measuring deviation from expected non-interaction effect.. Dataset: NCI-60 drug combinations with 297,098 pairs across 59 cell lines (1) Drug 1: CNC(=O)C1=CC=CC=C1SC2=CC3=C(C=C2)C(=NN3)C=CC4=CC=CC=N4. Drug 2: C1=C(C(=O)NC(=O)N1)N(CCCl)CCCl. Cell line: LOX IMVI. Synergy scores: CSS=41.6, Synergy_ZIP=2.67, Synergy_Bliss=2.80, Synergy_Loewe=4.20, Synergy_HSA=4.80. (2) Drug 1: CC1=C2C(C(=O)C3(C(CC4C(C3C(C(C2(C)C)(CC1OC(=O)C(C(C5=CC=CC=C5)NC(=O)OC(C)(C)C)O)O)OC(=O)C6=CC=CC=C6)(CO4)OC(=O)C)O)C)O. Drug 2: CCC1(C2=C(COC1=O)C(=O)N3CC4=CC5=C(C=CC(=C5CN(C)C)O)N=C4C3=C2)O.Cl. Cell line: NCIH23. Synergy scores: CSS=35.3, Synergy_ZIP=4.84, Synergy_Bliss=7.81, Synergy_Loewe=5.86, Synergy_HSA=7.82. (3) Drug 1: C1=C(C(=O)NC(=O)N1)F. Drug 2: B(C(CC(C)C)NC(=O)C(CC1=CC=CC=C1)NC(=O)C2=NC=CN=C2)(O)O. Cell line: K-562. Synergy scores: CSS=39.4, Synergy_ZIP=-7.84, Synergy_Bliss=-17.4, Synergy_Loewe=-16.8, Synergy_HSA=-16.8. (4) Drug 1: CCCCCOC(=O)NC1=NC(=O)N(C=C1F)C2C(C(C(O2)C)O)O. Drug 2: CC12CCC3C(C1CCC2O)C(CC4=C3C=CC(=C4)O)CCCCCCCCCS(=O)CCCC(C(F)(F)F)(F)F. Cell line: HOP-92. Synergy scores: CSS=-0.673, Synergy_ZIP=-0.835, Synergy_Bliss=-2.88, Synergy_Loewe=-1.25, Synergy_HSA=-3.07. (5) Drug 2: C1CN(CCN1C(=O)CCBr)C(=O)CCBr. Cell line: SNB-19. Synergy scores: CSS=14.5, Synergy_ZIP=-3.15, Synergy_Bliss=5.73, Synergy_Loewe=-3.97, Synergy_HSA=2.92. Drug 1: CN1C2=C(C=C(C=C2)N(CCCl)CCCl)N=C1CCCC(=O)O.Cl. (6) Drug 1: COC1=CC(=CC(=C1O)OC)C2C3C(COC3=O)C(C4=CC5=C(C=C24)OCO5)OC6C(C(C7C(O6)COC(O7)C8=CC=CS8)O)O. Drug 2: C1=NNC2=C1C(=O)NC=N2. Cell line: U251. Synergy scores: CSS=34.7, Synergy_ZIP=-1.33, Synergy_Bliss=-1.31, Synergy_Loewe=-4.95, Synergy_HSA=0.213.